From a dataset of Catalyst prediction with 721,799 reactions and 888 catalyst types from USPTO. Predict which catalyst facilitates the given reaction. (1) Reactant: [CH3:1][N:2]1[C:7](=[O:8])[CH:6]=[CH:5][C:4]([N:9]2[CH2:14][CH2:13][CH:12]([CH2:15][N:16]3[CH2:21][CH2:20][NH:19][CH2:18][C:17]3=[O:22])[CH2:11][CH2:10]2)=[N:3]1.C(N(CC)CC)C.[Cl:30][C:31]1[S:35][C:34](/[CH:36]=[CH:37]/[S:38](Cl)(=[O:40])=[O:39])=[CH:33][CH:32]=1. Product: [Cl:30][C:31]1[S:35][C:34](/[CH:36]=[CH:37]/[S:38]([N:19]2[CH2:20][CH2:21][N:16]([CH2:15][CH:12]3[CH2:13][CH2:14][N:9]([C:4]4[CH:5]=[CH:6][C:7](=[O:8])[N:2]([CH3:1])[N:3]=4)[CH2:10][CH2:11]3)[C:17](=[O:22])[CH2:18]2)(=[O:40])=[O:39])=[CH:33][CH:32]=1. The catalyst class is: 204. (2) Reactant: [CH2:1]([N:8]1[C:16]2[C:15](=[O:17])[NH:14][C:13](=[O:18])[N:12]([CH3:19])[C:11]=2[N:10]=[CH:9]1)[C:2]1[CH:7]=[CH:6][CH:5]=[CH:4][CH:3]=1.C(=O)([O-])[O-].[K+].[K+].[C:26]([O:32][CH2:33]Cl)(=[O:31])[C:27]([CH3:30])([CH3:29])[CH3:28]. Product: [CH2:1]([N:8]1[C:16]2[C:15](=[O:17])[N:14]([CH2:33][O:32][C:26](=[O:31])[C:27]([CH3:30])([CH3:29])[CH3:28])[C:13](=[O:18])[N:12]([CH3:19])[C:11]=2[N:10]=[CH:9]1)[C:2]1[CH:7]=[CH:6][CH:5]=[CH:4][CH:3]=1. The catalyst class is: 42. (3) The catalyst class is: 2. Product: [Cl:40][C:8]1[N:7]=[C:6]([C:11]2[O:12][C:13](=[O:17])[N:14]([CH3:16])[N:15]=2)[CH:5]=[C:4]([O:3][CH2:1][CH3:2])[CH:9]=1. Reactant: [CH2:1]([O:3][C:4]1[CH:9]=[CH:8][N+:7]([O-])=[C:6]([C:11]2[O:12][C:13](=[O:17])[N:14]([CH3:16])[N:15]=2)[CH:5]=1)[CH3:2].C(OC1C=CN=C(C2OC(=O)N(C)N=2)C=1)C.C1C=C([Cl:40])C=C(C(OO)=O)C=1.C(=O)(O)[O-].[Na+].